From a dataset of Full USPTO retrosynthesis dataset with 1.9M reactions from patents (1976-2016). Predict the reactants needed to synthesize the given product. (1) Given the product [F:16][C:17]1[CH:22]=[CH:21][C:20]([C:2]2[CH:7]=[CH:6][C:5]([CH:8]([C:10]3[CH:15]=[CH:14][CH:13]=[CH:12][CH:11]=3)[OH:9])=[CH:4][CH:3]=2)=[CH:19][CH:18]=1, predict the reactants needed to synthesize it. The reactants are: Br[C:2]1[CH:7]=[CH:6][C:5]([CH:8]([C:10]2[CH:15]=[CH:14][CH:13]=[CH:12][CH:11]=2)[OH:9])=[CH:4][CH:3]=1.[F:16][C:17]1[CH:22]=[CH:21][C:20](B(O)O)=[CH:19][CH:18]=1.CC1C(P(C2C(C)=CC=CC=2)C2C(C)=CC=CC=2)=CC=CC=1.C(=O)([O-])[O-].[K+].[K+]. (2) Given the product [Cl:1][C:2]1[CH:7]=[C:6]([Cl:8])[CH:5]=[CH:4][C:3]=1[S:9]([NH:13][C:14]1[CH:19]=[CH:18][CH:17]=[C:16]([C:20]2[NH:24][N:23]=[N:22][N:21]=2)[CH:15]=1)(=[O:11])=[O:10], predict the reactants needed to synthesize it. The reactants are: [Cl:1][C:2]1[CH:7]=[C:6]([Cl:8])[CH:5]=[CH:4][C:3]=1[S:9](Cl)(=[O:11])=[O:10].[NH2:13][C:14]1[CH:15]=[C:16]([C:20]2[NH:24][N:23]=[N:22][N:21]=2)[CH:17]=[CH:18][CH:19]=1. (3) Given the product [OH:1][CH:2]([CH2:16][CH2:17][CH2:18][CH2:19][CH2:20][CH3:21])[CH2:3][CH2:4][CH2:5][CH2:6][CH2:7][CH2:8][CH2:9][CH2:10][CH2:11][CH2:12][C:13]([O-:15])=[O:14].[Li+:24], predict the reactants needed to synthesize it. The reactants are: [OH:1][CH:2]([CH2:16][CH2:17][CH2:18][CH2:19][CH2:20][CH3:21])[CH2:3][CH2:4][CH2:5][CH2:6][CH2:7][CH2:8][CH2:9][CH2:10][CH2:11][CH2:12][C:13]([OH:15])=[O:14].O.[OH-].[Li+:24]. (4) Given the product [CH3:7][C:8]1([CH2:14][OH:15])[CH2:13][CH2:12][CH2:11][CH2:10][CH2:9]1, predict the reactants needed to synthesize it. The reactants are: [H-].[H-].[H-].[H-].[Li+].[Al+3].[CH3:7][C:8]1([C:14](O)=[O:15])[CH2:13][CH2:12][CH2:11][CH2:10][CH2:9]1.[OH-].[Na+].O.